From a dataset of Full USPTO retrosynthesis dataset with 1.9M reactions from patents (1976-2016). Predict the reactants needed to synthesize the given product. (1) The reactants are: [CH2:1]([N:8]1[C:16]2[C:11](=[CH:12][C:13]([NH:17][C:18]3[CH:27]=[CH:26][C:25]([CH3:28])=[CH:24][C:19]=3[C:20]([O:22]C)=[O:21])=[CH:14][CH:15]=2)[CH:10]=[CH:9]1)[C:2]1[CH:7]=[CH:6][CH:5]=[CH:4][CH:3]=1.[OH-].[Na+]. Given the product [CH2:1]([N:8]1[C:16]2[C:11](=[CH:12][C:13]([NH:17][C:18]3[CH:27]=[CH:26][C:25]([CH3:28])=[CH:24][C:19]=3[C:20]([OH:22])=[O:21])=[CH:14][CH:15]=2)[CH:10]=[CH:9]1)[C:2]1[CH:3]=[CH:4][CH:5]=[CH:6][CH:7]=1, predict the reactants needed to synthesize it. (2) Given the product [OH:32][NH:31][C:18](=[O:19])[CH:17]([CH2:16][S:13]([N:10]1[CH2:11][CH2:12][CH:7]([CH2:6][O:5][CH2:1][C:2]#[C:3][CH3:4])[CH2:8][CH2:9]1)(=[O:15])=[O:14])[CH2:21][CH:22]([CH3:24])[CH3:23], predict the reactants needed to synthesize it. The reactants are: [CH2:1]([O:5][CH2:6][CH:7]1[CH2:12][CH2:11][N:10]([S:13]([CH2:16][CH:17]([CH2:21][CH:22]([CH3:24])[CH3:23])[C:18](O)=[O:19])(=[O:15])=[O:14])[CH2:9][CH2:8]1)[C:2]#[C:3][CH3:4].C(Cl)(=O)C(Cl)=O.[NH2:31][OH:32]. (3) Given the product [C:19]([O:18][C:17](=[O:23])[NH:16][CH2:15][C:14]#[C:13][CH2:12][N:10]1[C:3]2[C:2]([Cl:1])=[N:7][CH:6]=[N:5][C:4]=2[CH:8]=[CH:9]1)([CH3:22])([CH3:21])[CH3:20], predict the reactants needed to synthesize it. The reactants are: [Cl:1][C:2]1[C:3]2[NH:10][CH:9]=[CH:8][C:4]=2[N:5]=[CH:6][N:7]=1.Cl[CH2:12][C:13]#[C:14][CH2:15][NH:16][C:17](=[O:23])[O:18][C:19]([CH3:22])([CH3:21])[CH3:20].C(=O)([O-])[O-].[Cs+].[Cs+].CN(C)C=O. (4) Given the product [O:26]=[C:21]1[CH2:20][C:19]2[C:23](=[CH:24][CH:25]=[C:17]([CH2:9][CH2:10][CH2:11][C:12]([O:14][CH2:15][CH3:16])=[O:13])[CH:18]=2)[NH:22]1, predict the reactants needed to synthesize it. The reactants are: C(O)(C(F)(F)F)=O.O=[C:9]([C:17]1[CH:18]=[C:19]2[C:23](=[CH:24][CH:25]=1)[NH:22][C:21](=[O:26])[CH2:20]2)[CH2:10][CH2:11][C:12]([O:14][CH2:15][CH3:16])=[O:13].C([SiH](CC)CC)C. (5) Given the product [CH2:15]([NH:22][C:11]([C:5]1[C:4](=[O:14])[N:3]([CH2:1][CH3:2])[C:8]([CH3:9])=[C:7]([CH3:10])[CH:6]=1)=[O:13])[C:16]1[CH:21]=[CH:20][CH:19]=[CH:18][CH:17]=1, predict the reactants needed to synthesize it. The reactants are: [CH2:1]([N:3]1[C:8]([CH3:9])=[C:7]([CH3:10])[CH:6]=[C:5]([C:11]([OH:13])=O)[C:4]1=[O:14])[CH3:2].[CH2:15]([NH2:22])[C:16]1[CH:21]=[CH:20][CH:19]=[CH:18][CH:17]=1.C(N(C(C)C)CC)(C)C.F[P-](F)(F)(F)(F)F.N1(O[P+](N2CCCC2)(N2CCCC2)N2CCCC2)C2C=CC=CC=2N=N1.